Dataset: Full USPTO retrosynthesis dataset with 1.9M reactions from patents (1976-2016). Task: Predict the reactants needed to synthesize the given product. (1) Given the product [CH3:1][O:2][C:3](=[O:36])[C@H:4]([CH:27]1[CH2:28][CH:29]([CH2:31][OH:32])[CH2:30]1)[C:5]([NH2:7])([C:14]1[CH:19]=[CH:18][C:17]([CH2:20][CH2:21][C:22]([CH3:25])([CH3:24])[CH3:23])=[C:16]([Cl:26])[CH:15]=1)[CH3:6], predict the reactants needed to synthesize it. The reactants are: [CH3:1][O:2][C:3](=[O:36])[C@H:4]([CH:27]1[CH2:30][CH:29]([CH2:31][O:32]COC)[CH2:28]1)[C:5]([C:14]1[CH:19]=[CH:18][C:17]([CH2:20][CH2:21][C:22]([CH3:25])([CH3:24])[CH3:23])=[C:16]([Cl:26])[CH:15]=1)([NH:7][S@](C(C)(C)C)=O)[CH3:6].Cl.CO.[OH-].[Na+].C(=O)([O-])O.[Na+]. (2) Given the product [Cl:1]/[C:2](/[C:26]([F:27])([F:28])[F:29])=[CH:3]\[CH:4]1[CH:6]([C:7](=[O:23])[CH2:8][CH:9]([C:10]2[CH:15]=[CH:14][CH:13]=[C:12]([O:16][C:17]3[CH:22]=[CH:21][CH:20]=[CH:19][CH:18]=3)[CH:11]=2)[C:34]#[N:35])[C:5]1([CH3:25])[CH3:24], predict the reactants needed to synthesize it. The reactants are: [Cl:1]/[C:2](/[C:26]([F:29])([F:28])[F:27])=[CH:3]\[CH:4]1[CH:6]([C:7](=[O:23])/[CH:8]=[CH:9]/[C:10]2[CH:15]=[CH:14][CH:13]=[C:12]([O:16][C:17]3[CH:22]=[CH:21][CH:20]=[CH:19][CH:18]=3)[CH:11]=2)[C:5]1([CH3:25])[CH3:24].[Si]([C:34]#[N:35])(C)(C)C.C([O-])([O-])=O.[Cs+].[Cs+].O.